Task: Regression. Given two drug SMILES strings and cell line genomic features, predict the synergy score measuring deviation from expected non-interaction effect.. Dataset: NCI-60 drug combinations with 297,098 pairs across 59 cell lines (1) Drug 1: C1CN1C2=NC(=NC(=N2)N3CC3)N4CC4. Drug 2: C1=CC=C(C(=C1)C(C2=CC=C(C=C2)Cl)C(Cl)Cl)Cl. Cell line: HOP-62. Synergy scores: CSS=38.2, Synergy_ZIP=1.21, Synergy_Bliss=2.18, Synergy_Loewe=-34.7, Synergy_HSA=1.39. (2) Drug 1: CC1C(C(CC(O1)OC2CC(CC3=C2C(=C4C(=C3O)C(=O)C5=C(C4=O)C(=CC=C5)OC)O)(C(=O)C)O)N)O.Cl. Drug 2: C1=CC(=CC=C1CC(C(=O)O)N)N(CCCl)CCCl.Cl. Cell line: UO-31. Synergy scores: CSS=17.3, Synergy_ZIP=-4.46, Synergy_Bliss=2.67, Synergy_Loewe=-1.95, Synergy_HSA=3.76. (3) Drug 1: CS(=O)(=O)C1=CC(=C(C=C1)C(=O)NC2=CC(=C(C=C2)Cl)C3=CC=CC=N3)Cl. Drug 2: CC1=C(C(=CC=C1)Cl)NC(=O)C2=CN=C(S2)NC3=CC(=NC(=N3)C)N4CCN(CC4)CCO. Cell line: MDA-MB-231. Synergy scores: CSS=52.3, Synergy_ZIP=12.5, Synergy_Bliss=13.6, Synergy_Loewe=-12.0, Synergy_HSA=15.1. (4) Drug 1: CC1=C(C=C(C=C1)NC2=NC=CC(=N2)N(C)C3=CC4=NN(C(=C4C=C3)C)C)S(=O)(=O)N.Cl. Drug 2: C(CN)CNCCSP(=O)(O)O. Cell line: UO-31. Synergy scores: CSS=-0.567, Synergy_ZIP=-1.84, Synergy_Bliss=-2.95, Synergy_Loewe=-2.98, Synergy_HSA=-2.45. (5) Drug 1: C(=O)(N)NO. Drug 2: CC12CCC3C(C1CCC2O)C(CC4=C3C=CC(=C4)O)CCCCCCCCCS(=O)CCCC(C(F)(F)F)(F)F. Cell line: NCI/ADR-RES. Synergy scores: CSS=0.647, Synergy_ZIP=-1.37, Synergy_Bliss=-2.73, Synergy_Loewe=-2.13, Synergy_HSA=-3.53. (6) Synergy scores: CSS=13.2, Synergy_ZIP=-5.76, Synergy_Bliss=-2.14, Synergy_Loewe=-9.10, Synergy_HSA=-4.44. Cell line: K-562. Drug 2: CS(=O)(=O)OCCCCOS(=O)(=O)C. Drug 1: CC12CCC(CC1=CCC3C2CCC4(C3CC=C4C5=CN=CC=C5)C)O. (7) Drug 1: CC12CCC3C(C1CCC2O)C(CC4=C3C=CC(=C4)O)CCCCCCCCCS(=O)CCCC(C(F)(F)F)(F)F. Drug 2: CCCCCOC(=O)NC1=NC(=O)N(C=C1F)C2C(C(C(O2)C)O)O. Cell line: RXF 393. Synergy scores: CSS=-2.21, Synergy_ZIP=0.386, Synergy_Bliss=-2.42, Synergy_Loewe=-4.73, Synergy_HSA=-4.60.